This data is from Forward reaction prediction with 1.9M reactions from USPTO patents (1976-2016). The task is: Predict the product of the given reaction. (1) Given the reactants [F:1][C:2]1[CH:7]=[CH:6][CH:5]=[C:4]([CH2:8][C:9]([N+]([O-])=O)=[CH:10][C:11]2[CH:16]=[CH:15][CH:14]=[CH:13][CH:12]=2)[C:3]=1[CH3:20].[N+:21]([CH2:23][C:24]([O:26][CH2:27][CH3:28])=[O:25])#[C-:22].C1CCN2C(=NCCC2)CC1.O, predict the reaction product. The product is: [CH2:27]([O:26][C:24]([C:23]1[NH:21][CH:22]=[C:9]([CH2:8][C:4]2[CH:5]=[CH:6][CH:7]=[C:2]([F:1])[C:3]=2[CH3:20])[C:10]=1[C:11]1[CH:16]=[CH:15][CH:14]=[CH:13][CH:12]=1)=[O:25])[CH3:28]. (2) Given the reactants [Cl:1][C:2]1[CH:7]=[C:6]([O:8][C:9]2[CH:14]=[CH:13][C:12]([N:15]=[C:16]=[O:17])=[CH:11][CH:10]=2)[N:5]=[CH:4][N:3]=1.[CH3:18][N:19]([CH2:21][C:22]1[CH:23]=[C:24]([NH2:32])[CH:25]=[C:26]([C:28]([F:31])([F:30])[F:29])[CH:27]=1)[CH3:20], predict the reaction product. The product is: [Cl:1][C:2]1[N:3]=[CH:4][N:5]=[C:6]([O:8][C:9]2[CH:10]=[CH:11][C:12]([NH:15][C:16]([NH:32][C:24]3[CH:25]=[C:26]([C:28]([F:29])([F:30])[F:31])[CH:27]=[C:22]([CH2:21][N:19]([CH3:20])[CH3:18])[CH:23]=3)=[O:17])=[CH:13][CH:14]=2)[CH:7]=1.